This data is from Forward reaction prediction with 1.9M reactions from USPTO patents (1976-2016). The task is: Predict the product of the given reaction. Given the reactants [C:1]([BH3-])#N.[Na+].[CH3:5][C:6]1[CH:11]=[CH:10][CH:9]=[CH:8][C:7]=1[C:12]1[CH:17]=[CH:16][C:15]([C:18]2[O:22][N:21]=[C:20]([C:23]3[CH:30]=[CH:29][C:26]([CH:27]=O)=[CH:25][CH:24]=3)[N:19]=2)=[CH:14][C:13]=1[C:31]([F:34])([F:33])[F:32].[NH2:35][C@@H:36]([CH2:40][CH3:41])[C:37]([OH:39])=[O:38].C=O, predict the reaction product. The product is: [CH3:1][N:35]([CH2:27][C:26]1[CH:29]=[CH:30][C:23]([C:20]2[N:19]=[C:18]([C:15]3[CH:16]=[CH:17][C:12]([C:7]4[CH:8]=[CH:9][CH:10]=[CH:11][C:6]=4[CH3:5])=[C:13]([C:31]([F:32])([F:34])[F:33])[CH:14]=3)[O:22][N:21]=2)=[CH:24][CH:25]=1)[C@@H:36]([CH2:40][CH3:41])[C:37]([OH:39])=[O:38].